This data is from Forward reaction prediction with 1.9M reactions from USPTO patents (1976-2016). The task is: Predict the product of the given reaction. Given the reactants [CH3:1][CH2:2][CH2:3][CH:4]1[O:24][C@:23]2([C:25]([CH2:27][OH:28])=[O:26])[C@@H:6]([CH2:7][C@@H:8]3[C@:22]2([CH3:29])[CH2:21][C@H:20]([OH:30])[C@H:19]2[C@H:9]3[CH2:10][CH2:11][C:12]3[C@:18]2([CH3:31])[CH:17]=[CH:16][C:14](=[O:15])[CH:13]=3)[O:5]1.[C:32]1(=[O:38])[O:37][C:35](=[O:36])[CH2:34][CH2:33]1.[OH2:39].Cl, predict the reaction product. The product is: [CH3:1][CH2:2][CH2:3][CH:4]1[O:24][C@:23]2([C:25]([CH2:27][OH:28])=[O:26])[C@@H:6]([CH2:7][C@@H:8]3[C@:22]2([CH3:29])[CH2:21][C@H:20]([OH:30])[C@H:19]2[C@H:9]3[CH2:10][CH2:11][C:12]3[C@:18]2([CH3:31])[CH:17]=[CH:16][C:14](=[O:15])[CH:13]=3)[O:5]1.[C:35]([O-:37])(=[O:36])[CH2:34][CH2:33][C:32]([O-:38])=[O:39].